From a dataset of Catalyst prediction with 721,799 reactions and 888 catalyst types from USPTO. Predict which catalyst facilitates the given reaction. (1) Reactant: CO[C:3]1O[C:5](OC)=[CH:6][CH:7]=1.[CH3:10][O:11][C:12]([C:14]1[N:15]=[N:16][N:17]([CH2:20][C:21]2[CH:26]=[C:25]([C:27]([F:30])([F:29])[F:28])[CH:24]=[C:23]([C:31]([F:34])([F:33])[F:32])[CH:22]=2)[C:18]=1[NH2:19])=[O:13]. Product: [CH3:10][O:11][C:12]([C:14]1[N:15]=[N:16][N:17]([CH2:20][C:21]2[CH:22]=[C:23]([C:31]([F:34])([F:32])[F:33])[CH:24]=[C:25]([C:27]([F:29])([F:28])[F:30])[CH:26]=2)[C:18]=1[N:19]1[CH:3]=[CH:7][CH:6]=[CH:5]1)=[O:13]. The catalyst class is: 86. (2) Reactant: [N+:1]([C:4]1[CH:9]=[CH:8][C:7]([N:10]2[CH2:14][CH2:13][C@@H:12]([NH:15][C:16](=[O:18])[CH3:17])[CH2:11]2)=[CH:6][CH:5]=1)([O-:3])=[O:2].[H-].[Na+].I[CH3:22].O. Product: [CH3:22][N:15]([C@@H:12]1[CH2:13][CH2:14][N:10]([C:7]2[CH:8]=[CH:9][C:4]([N+:1]([O-:3])=[O:2])=[CH:5][CH:6]=2)[CH2:11]1)[C:16](=[O:18])[CH3:17]. The catalyst class is: 3. (3) Reactant: [Cl:1][C:2]1[C:7]([C:8](Cl)=[O:9])=[C:6]([Cl:11])[N:5]=[CH:4][N:3]=1.[Br:12][C:13]1[CH:29]=[CH:28][C:16]([NH:17][CH2:18][CH2:19][O:20][Si:21]([C:24]([CH3:27])([CH3:26])[CH3:25])([CH3:23])[CH3:22])=[CH:15][CH:14]=1.C(N(CC)CC)C. Product: [Br:12][C:13]1[CH:29]=[CH:28][C:16]([N:17]([CH2:18][CH2:19][O:20][Si:21]([C:24]([CH3:27])([CH3:26])[CH3:25])([CH3:22])[CH3:23])[C:8]([C:7]2[C:6]([Cl:11])=[N:5][CH:4]=[N:3][C:2]=2[Cl:1])=[O:9])=[CH:15][CH:14]=1. The catalyst class is: 1. (4) Reactant: [CH3:1][O:2][C:3](=[O:12])[C:4]1[CH:9]=[CH:8][C:7](Br)=[C:6]([CH3:11])[CH:5]=1.[Cl:13][C:14]1[CH:19]=[CH:18][C:17](B(O)O)=[CH:16][CH:15]=1.C(=O)([O-])[O-].[Cs+].[Cs+]. Product: [CH3:1][O:2][C:3]([C:4]1[CH:9]=[CH:8][C:7]([C:17]2[CH:18]=[CH:19][C:14]([Cl:13])=[CH:15][CH:16]=2)=[C:6]([CH3:11])[CH:5]=1)=[O:12]. The catalyst class is: 140. (5) Reactant: N(C(OC(C)C)=O)=NC(OC(C)C)=O.[OH:15][CH2:16][C:17]1[CH:22]=[CH:21][C:20]([CH:23]2[CH2:28][CH2:27][N:26]([C:29]([O:31][CH2:32][C:33]3[CH:38]=[CH:37][CH:36]=[CH:35][CH:34]=3)=[O:30])[CH2:25][CH:24]2[O:39][CH2:40][C:41]2[CH:42]=[CH:43][C:44]3[O:49][CH2:48][CH2:47][N:46]([CH2:50][CH2:51][CH2:52][O:53][CH3:54])[C:45]=3[CH:55]=2)=[CH:19][CH:18]=1.O[C:57]1[CH:58]=[C:59]([CH2:63][C:64]([O:66][CH2:67][CH3:68])=[O:65])[CH:60]=[CH:61][CH:62]=1.C1(P(C2C=CC=CC=2)C2C=CC=CC=2)C=CC=CC=1. Product: [CH2:67]([O:66][C:64]([CH2:63][C:59]1[CH:58]=[C:57]([CH:62]=[CH:61][CH:60]=1)[O:15][CH2:16][C:17]1[CH:18]=[CH:19][C:20]([CH:23]2[CH2:28][CH2:27][N:26]([C:29]([O:31][CH2:32][C:33]3[CH:34]=[CH:35][CH:36]=[CH:37][CH:38]=3)=[O:30])[CH2:25][CH:24]2[O:39][CH2:40][C:41]2[CH:42]=[CH:43][C:44]3[O:49][CH2:48][CH2:47][N:46]([CH2:50][CH2:51][CH2:52][O:53][CH3:54])[C:45]=3[CH:55]=2)=[CH:21][CH:22]=1)=[O:65])[CH3:68]. The catalyst class is: 7. (6) Reactant: [N+:1]([C:4]1[CH:5]=[C:6]([CH:14]=[CH:15][CH:16]=1)[CH2:7][N:8]1[CH2:13][CH2:12][O:11][CH2:10][CH2:9]1)([O-])=O.[H][H]. Product: [N:8]1([CH2:7][C:6]2[CH:5]=[C:4]([NH2:1])[CH:16]=[CH:15][CH:14]=2)[CH2:13][CH2:12][O:11][CH2:10][CH2:9]1. The catalyst class is: 29. (7) Reactant: [CH2:1]([NH2:6])[C:2]([CH3:5])([CH3:4])[CH3:3].[C:7]([C:9]1[CH:10]=[C:11]([C:16]2[N:26]=[CH:25][CH:24]=[CH:23][C:17]=2[C:18]([O:20][CH2:21][CH3:22])=[O:19])[CH:12]=[CH:13][C:14]=1F)#[N:8]. The catalyst class is: 16. Product: [C:7]([C:9]1[CH:10]=[C:11]([C:16]2[N:26]=[CH:25][CH:24]=[CH:23][C:17]=2[C:18]([O:20][CH2:21][CH3:22])=[O:19])[CH:12]=[CH:13][C:14]=1[NH:6][CH2:1][C:2]([CH3:5])([CH3:4])[CH3:3])#[N:8]. (8) Reactant: [F:1][C:2]1[CH:3]=[C:4]([CH:27]=[CH:28][C:29]=1[CH3:30])[CH2:5][N:6]1[CH2:10][CH2:9][CH:8]([N:11]2[CH2:16][CH2:15][C@@H:14]([C:17]3[CH:22]=[CH:21][C:20]([O:23]C)=[CH:19][CH:18]=3)[C@H:13]([OH:25])[CH2:12]2)[C:7]1=[O:26].B(Br)(Br)Br. Product: [F:1][C:2]1[CH:3]=[C:4]([CH:27]=[CH:28][C:29]=1[CH3:30])[CH2:5][N:6]1[CH2:10][CH2:9][CH:8]([N:11]2[CH2:16][CH2:15][C@@H:14]([C:17]3[CH:22]=[CH:21][C:20]([OH:23])=[CH:19][CH:18]=3)[C@H:13]([OH:25])[CH2:12]2)[C:7]1=[O:26]. The catalyst class is: 2.